Dataset: Forward reaction prediction with 1.9M reactions from USPTO patents (1976-2016). Task: Predict the product of the given reaction. (1) Given the reactants [N:1]1([CH2:15][C:16]2[N:17]=[C:18]3[CH:23]=[CH:22][CH:21]=[C:20]([N:24]4[CH2:29][CH2:28][CH:27]([CH2:30][NH:31]C(=O)OC(C)(C)C)[CH2:26][CH2:25]4)[N:19]3[CH:39]=2)[C@H:14]2[C@H:5]([CH2:6][CH2:7][C:8]3[C:13]2=[N:12][CH:11]=[CH:10][CH:9]=3)[CH2:4][CH2:3][CH2:2]1.FC(F)(F)C(O)=O, predict the reaction product. The product is: [N:1]1([CH2:15][C:16]2[N:17]=[C:18]3[CH:23]=[CH:22][CH:21]=[C:20]([N:24]4[CH2:25][CH2:26][CH:27]([CH2:30][NH2:31])[CH2:28][CH2:29]4)[N:19]3[CH:39]=2)[C@H:14]2[C@H:5]([CH2:6][CH2:7][C:8]3[C:13]2=[N:12][CH:11]=[CH:10][CH:9]=3)[CH2:4][CH2:3][CH2:2]1. (2) Given the reactants [Cl:1][C:2]1[CH:7]=[CH:6][C:5]([C:8]2[CH:13]=[CH:12][C:11]([NH2:14])=[CH:10][CH:9]=2)=[CH:4][CH:3]=1.[Br:15][C:16]1[CH:24]=[C:23]([CH3:25])[CH:22]=[CH:21][C:17]=1[C:18](O)=[O:19].C(Cl)CCl.C1C=CC2N(O)N=NC=2C=1.C(N(C(C)C)CC)(C)C, predict the reaction product. The product is: [Br:15][C:16]1[CH:24]=[C:23]([CH3:25])[CH:22]=[CH:21][C:17]=1[C:18]([NH:14][C:11]1[CH:12]=[CH:13][C:8]([C:5]2[CH:4]=[CH:3][C:2]([Cl:1])=[CH:7][CH:6]=2)=[CH:9][CH:10]=1)=[O:19]. (3) Given the reactants Br[C:2]1[CH:3]=[C:4]2[C:8](=[CH:9][CH:10]=1)[C:7](=[O:11])[N:6]([C:12]1([CH3:20])[CH2:17][CH2:16][C:15](=[O:18])[NH:14][C:13]1=[O:19])[CH2:5]2.[CH3:21][N:22](C)C=O, predict the reaction product. The product is: [CH3:20][C:12]1([N:6]2[CH2:5][C:4]3[C:8](=[CH:9][CH:10]=[C:2]([C:21]#[N:22])[CH:3]=3)[C:7]2=[O:11])[CH2:17][CH2:16][C:15](=[O:18])[NH:14][C:13]1=[O:19]. (4) Given the reactants Cl[CH:2]([Cl:4])C.[F:5][C:6]1[CH:7]=[C:8]([CH:12]=[CH:13][CH:14]=1)[C:9](Cl)=[O:10].[O:15]1CCCOO1, predict the reaction product. The product is: [F:5][C:6]1[CH:7]=[C:8]([CH:12]=[CH:13][CH:14]=1)[C:9]([O:15][CH2:2][Cl:4])=[O:10]. (5) Given the reactants [F:1][C:2]1[CH:3]=[CH:4][C:5]([O:27][CH3:28])=[C:6]([C:8]([CH3:26])([CH3:25])[CH2:9][C:10]([OH:24])([C:20]([F:23])([F:22])[F:21])[CH2:11][C:12]2[CH:19]=[CH:18][C:15]([C:16]#N)=[CH:14][CH:13]=2)[CH:7]=1.[H-].[Al+3].[Li+].[H-].[H-].[H-].C1C[O:38]CC1, predict the reaction product. The product is: [F:1][C:2]1[CH:3]=[CH:4][C:5]([O:27][CH3:28])=[C:6]([C:8]([CH3:26])([CH3:25])[CH2:9][C:10]([OH:24])([C:20]([F:23])([F:22])[F:21])[CH2:11][C:12]2[CH:19]=[CH:18][C:15]([CH:16]=[O:38])=[CH:14][CH:13]=2)[CH:7]=1. (6) Given the reactants [NH2:1][C@:2]1([CH2:19][O:20][Si:21]([C:24]([CH3:27])([CH3:26])[CH3:25])([CH3:23])[CH3:22])[CH2:7][CH2:6][N:5]([C:8]([O:10][CH2:11][C:12]2[CH:17]=[CH:16][CH:15]=[CH:14][CH:13]=2)=[O:9])[C@@H:4]([CH3:18])[CH2:3]1.N1C(C)=CC(C)=CC=1C.Cl[S:38]([CH2:41][C:42]([O:44][CH3:45])=[O:43])(=[O:40])=[O:39], predict the reaction product. The product is: [Si:21]([O:20][CH2:19][C@@:2]1([NH:1][S:38]([CH2:41][C:42]([O:44][CH3:45])=[O:43])(=[O:40])=[O:39])[CH2:7][CH2:6][N:5]([C:8]([O:10][CH2:11][C:12]2[CH:17]=[CH:16][CH:15]=[CH:14][CH:13]=2)=[O:9])[C@@H:4]([CH3:18])[CH2:3]1)([C:24]([CH3:26])([CH3:25])[CH3:27])([CH3:23])[CH3:22]. (7) Given the reactants [CH2:1]([O:3][C:4]1[C:13]2[C:8](=[CH:9][CH:10]=[C:11]([CH:14]=O)[CH:12]=2)[N:7]=[CH:6][C:5]=1[C:16]#[N:17])[CH3:2].[OH:18][CH2:19][C@H:20]([NH:27][C:28]1[S:29][CH2:30][C:31](=[O:33])[N:32]=1)[C:21]1[CH:26]=[CH:25][CH:24]=[CH:23][CH:22]=1, predict the reaction product. The product is: [CH2:1]([O:3][C:4]1[C:13]2[C:8](=[CH:9][CH:10]=[C:11](/[CH:14]=[C:30]3/[C:31](=[O:33])[N:32]=[C:28]([NH:27][C@H:20]([C:21]4[CH:22]=[CH:23][CH:24]=[CH:25][CH:26]=4)[CH2:19][OH:18])[S:29]/3)[CH:12]=2)[N:7]=[CH:6][C:5]=1[C:16]#[N:17])[CH3:2]. (8) Given the reactants [C:1]([NH:4][CH2:5][C:6]([OH:8])=O)(=[O:3])[CH3:2].C(C1NC=CN=1)(C1NC=CN=1)=O.[N+:21]([C:24]1[CH:25]=[CH:26][C:27]([C:30]([NH:32][NH2:33])=[O:31])=[N:28][CH:29]=1)([O-:23])=[O:22], predict the reaction product. The product is: [N+:21]([C:24]1[CH:25]=[CH:26][C:27]([C:30]([NH:32][NH:33][C:6](=[O:8])[CH2:5][NH:4][C:1](=[O:3])[CH3:2])=[O:31])=[N:28][CH:29]=1)([O-:23])=[O:22]. (9) Given the reactants C(N(CC)CC)C.Cl.[Br:9][C:10]1[CH:22]=[CH:21][C:20]([O:23][CH3:24])=[CH:19][C:11]=1[CH2:12][CH:13]1[CH2:18][CH2:17][NH:16][CH2:15][CH2:14]1.[C:25]([NH:28][C@H:29]1[CH2:34][CH2:33][C@H:32]([CH2:35][C:36](O)=[O:37])[CH2:31][CH2:30]1)(=[O:27])[CH3:26].ON1C2C=CC=CC=2N=N1.Cl.C(N=C=NCCCN(C)C)C, predict the reaction product. The product is: [Br:9][C:10]1[CH:22]=[CH:21][C:20]([O:23][CH3:24])=[CH:19][C:11]=1[CH2:12][CH:13]1[CH2:14][CH2:15][N:16]([C:36](=[O:37])[CH2:35][C@H:32]2[CH2:31][CH2:30][C@H:29]([NH:28][C:25](=[O:27])[CH3:26])[CH2:34][CH2:33]2)[CH2:17][CH2:18]1.